From a dataset of Reaction yield outcomes from USPTO patents with 853,638 reactions. Predict the reaction yield, written as a fraction of the theoretical maximum amount of product (1.0 means a 100% yield; for example, 0.34 means a 34% yield). (1) The reactants are [C:1]([O:5][C:6](=[O:34])[CH2:7][O:8][C:9]1[C:14]([CH3:15])=[CH:13][C:12]([C:16]2[O:17][C:18]3[N:19]=[C:20](S(C)(=O)=O)[N:21]=[C:22]([CH2:25][CH:26]([CH3:28])[CH3:27])[C:23]=3[N:24]=2)=[CH:11][C:10]=1[CH3:33])([CH3:4])([CH3:3])[CH3:2].[F:35][C:36]([F:41])([F:40])[CH2:37][CH2:38][OH:39]. No catalyst specified. The product is [CH2:25]([C:22]1[C:23]2[N:24]=[C:16]([C:12]3[CH:13]=[C:14]([CH3:15])[C:9]([O:8][CH2:7][C:6]([O:5][C:1]([CH3:4])([CH3:3])[CH3:2])=[O:34])=[C:10]([CH3:33])[CH:11]=3)[O:17][C:18]=2[N:19]=[C:20]([O:39][CH2:38][CH2:37][C:36]([F:41])([F:40])[F:35])[N:21]=1)[CH:26]([CH3:28])[CH3:27]. The yield is 0.100. (2) The reactants are [Br:1][C:2]1[CH:7]=[C:6](F)[CH:5]=[CH:4][C:3]=1[N+:9]([O-:11])=[O:10].[CH3:12][N:13]1[CH2:18][CH2:17][NH:16][CH2:15][CH2:14]1.O. The catalyst is CCOC(C)=O. The product is [Br:1][C:2]1[CH:7]=[C:6]([N:16]2[CH2:17][CH2:18][N:13]([CH3:12])[CH2:14][CH2:15]2)[CH:5]=[CH:4][C:3]=1[N+:9]([O-:11])=[O:10]. The yield is 0.450. (3) The reactants are Cl[C:2]([O:4][CH:5]1[CH2:9][CH2:8][CH2:7][CH2:6]1)=[O:3].FC(F)(F)C(O)=O.[CH2:17]([O:19][C:20]1[CH:41]=[CH:40][C:23]([O:24][C:25]2[N:30]=[CH:29][N:28]=[C:27]3[N:31]([CH:34]4[CH2:39][CH2:38][NH:37][CH2:36][CH2:35]4)[N:32]=[CH:33][C:26]=23)=[C:22]([F:42])[CH:21]=1)[CH3:18].C(N(C(C)C)CC)(C)C.O. The catalyst is ClCCl. The product is [CH:5]1([O:4][C:2]([N:37]2[CH2:38][CH2:39][CH:34]([N:31]3[C:27]4=[N:28][CH:29]=[N:30][C:25]([O:24][C:23]5[CH:40]=[CH:41][C:20]([O:19][CH2:17][CH3:18])=[CH:21][C:22]=5[F:42])=[C:26]4[CH:33]=[N:32]3)[CH2:35][CH2:36]2)=[O:3])[CH2:9][CH2:8][CH2:7][CH2:6]1. The yield is 0.990. (4) The reactants are CN(C)C=O.Cl[CH2:7][CH2:8][O:9][C:10]1[CH:19]=[C:18]2[C:13]([C:14]([O:20][C:21]3[C:22]([CH3:31])=[N:23][C:24]4[C:29]([CH:30]=3)=[CH:28][CH:27]=[CH:26][CH:25]=4)=[CH:15][CH:16]=[N:17]2)=[CH:12][C:11]=1[O:32][CH3:33].C(=O)([O-])[O-].[K+].[K+].[NH:40]1[CH2:45][CH2:44][CH2:43][CH:42]([CH2:46][OH:47])[CH2:41]1. The catalyst is O. The product is [CH3:33][O:32][C:11]1[CH:12]=[C:13]2[C:18](=[CH:19][C:10]=1[O:9][CH2:8][CH2:7][N:40]1[CH2:45][CH2:44][CH2:43][CH:42]([CH2:46][OH:47])[CH2:41]1)[N:17]=[CH:16][CH:15]=[C:14]2[O:20][C:21]1[C:22]([CH3:31])=[N:23][C:24]2[C:29]([CH:30]=1)=[CH:28][CH:27]=[CH:26][CH:25]=2. The yield is 0.550. (5) The reactants are [Br:1][C:2]1[CH:7]=[CH:6][CH:5]=[CH:4][C:3]=1[CH2:8][C:9]([O:11][CH3:12])=[O:10].C[Si]([N-][Si](C)(C)C)(C)C.[Na+].I[CH2:24][CH2:25][CH3:26].O. The catalyst is O1CCCC1. The product is [Br:1][C:2]1[CH:7]=[CH:6][CH:5]=[CH:4][C:3]=1[CH:8]([CH2:24][CH2:25][CH3:26])[C:9]([O:11][CH3:12])=[O:10]. The yield is 0.730. (6) The reactants are [NH2:1][C:2]1[CH:10]=[C:9]([O:11][CH3:12])[CH:8]=[C:7]([O:13][CH3:14])[C:3]=1[C:4]([NH2:6])=[O:5].[CH3:15][S:16]([C:18]1[CH:23]=[CH:22][C:21]([C:24]2[N:29]=[C:28]([CH:30]=O)[CH:27]=[CH:26][CH:25]=2)=[CH:20][CH:19]=1)=[O:17].OS([O-])=O.[Na+].O.C1(C)C=CC(S(O)(=O)=O)=CC=1. The catalyst is CN(C)C(=O)C. The product is [CH3:14][O:13][C:7]1[CH:8]=[C:9]([O:11][CH3:12])[CH:10]=[C:2]2[C:3]=1[C:4](=[O:5])[NH:6][C:30]([C:28]1[CH:27]=[CH:26][CH:25]=[C:24]([C:21]3[CH:22]=[CH:23][C:18]([S:16]([CH3:15])=[O:17])=[CH:19][CH:20]=3)[N:29]=1)=[N:1]2. The yield is 0.240. (7) The reactants are [O:1]1[C:6]2[CH:7]=[CH:8][CH:9]=[CH:10][C:5]=2[NH:4][C:3](=[O:11])[CH2:2]1.CC(C)([O-])C.[K+].Br[CH2:19][CH:20]([O:24][CH2:25][CH3:26])[O:21][CH2:22][CH3:23]. The catalyst is CC(N(C)C)=O.CCOCC.O. The product is [CH2:22]([O:21][CH:20]([O:24][CH2:25][CH3:26])[CH2:19][N:4]1[C:5]2[CH:10]=[CH:9][CH:8]=[CH:7][C:6]=2[O:1][CH2:2][C:3]1=[O:11])[CH3:23]. The yield is 0.937. (8) The reactants are [NH2:1][C:2]1[CH:3]=[C:4]([CH:8]=[CH:9][C:10]=1[NH2:11])[C:5]([OH:7])=[O:6].[N:12]([CH3:15])=[C:13]=[S:14].O1CCC[CH2:17]1. No catalyst specified. The product is [NH2:11][C:10]1[CH:9]=[CH:8][C:4]([C:5]([O:7][CH3:17])=[O:6])=[CH:3][C:2]=1[NH:1][C:13]([NH:12][CH3:15])=[S:14]. The yield is 0.560. (9) The reactants are [CH2:1]([N:5]([CH2:51][CH2:52][CH2:53][CH3:54])[C:6]([C:8]1[C:12]([Cl:13])=[C:11]([CH2:14][CH2:15][OH:16])[N:10]([C:17]2[CH:22]=[CH:21][C:20]([C:23](=[O:38])[NH:24][S:25]([C:28]3[CH:37]=[CH:36][C:35]4[C:30](=[CH:31][CH:32]=[CH:33][CH:34]=4)[CH:29]=3)(=[O:27])=[O:26])=[CH:19][C:18]=2[C:39]([N:41]2[CH2:50][CH2:49][C:48]3[C:43](=[CH:44][CH:45]=[CH:46][CH:47]=3)[CH2:42]2)=[O:40])[N:9]=1)=[O:7])[CH2:2][CH2:3][CH3:4].ClC(Cl)(Cl)[C:57]([N:59]=C=O)=[O:58].C([O-])([O-])=O.[K+].[K+].O. The catalyst is C(Cl)Cl.CO. The product is [C:57](=[O:58])([O:16][CH2:15][CH2:14][C:11]1[N:10]([C:17]2[CH:22]=[CH:21][C:20]([C:23](=[O:38])[NH:24][S:25]([C:28]3[CH:37]=[CH:36][C:35]4[C:30](=[CH:31][CH:32]=[CH:33][CH:34]=4)[CH:29]=3)(=[O:27])=[O:26])=[CH:19][C:18]=2[C:39]([N:41]2[CH2:50][CH2:49][C:48]3[C:43](=[CH:44][CH:45]=[CH:46][CH:47]=3)[CH2:42]2)=[O:40])[N:9]=[C:8]([C:6](=[O:7])[N:5]([CH2:1][CH2:2][CH2:3][CH3:4])[CH2:51][CH2:52][CH2:53][CH3:54])[C:12]=1[Cl:13])[NH2:59]. The yield is 0.440.